Regression. Given a peptide amino acid sequence and an MHC pseudo amino acid sequence, predict their binding affinity value. This is MHC class II binding data. From a dataset of Peptide-MHC class II binding affinity with 134,281 pairs from IEDB. (1) The peptide sequence is IVACAKFTCAKSMSL. The MHC is DRB5_0101 with pseudo-sequence DRB5_0101. The binding affinity (normalized) is 0.584. (2) The peptide sequence is WAVKPKAVRQIEDQL. The MHC is DRB3_0101 with pseudo-sequence DRB3_0101. The binding affinity (normalized) is 0.331.